From a dataset of Catalyst prediction with 721,799 reactions and 888 catalyst types from USPTO. Predict which catalyst facilitates the given reaction. (1) Product: [ClH:24].[F:16][CH2:15][CH2:14][CH2:13][S:12][CH2:11][CH2:10][C@@H:9]([C:17]([OH:19])=[O:18])[NH2:8]. Reactant: C(OC([NH:8][C@H:9]([C:17]([O:19]C(C)(C)C)=[O:18])[CH2:10][CH2:11][S:12][CH2:13][CH2:14][CH2:15][F:16])=O)(C)(C)C.[ClH:24]. The catalyst class is: 1. (2) Reactant: C(O[C:4]([C:6]1[CH:7]=[C:8]2[C:12](=[CH:13][CH:14]=1)[NH:11][N:10]=[C:9]2[C:15]1[CH:24]=[CH:23][C:22]2[C:17](=[CH:18][C:19]([O:25][CH2:26][CH2:27][N:28]3[CH2:32][CH2:31][CH2:30][CH2:29]3)=[CH:20][CH:21]=2)[CH:16]=1)=[NH:5])C.[CH3:33][C:34]([CH3:41])([CH3:40])[CH2:35][C:36]([NH:38][NH2:39])=O.C(N(CC)CC)C. Product: [CH3:33][C:34]([CH3:41])([CH3:40])[CH2:35][C:36]1[NH:5][C:4]([C:6]2[CH:7]=[C:8]3[C:12](=[CH:13][CH:14]=2)[NH:11][N:10]=[C:9]3[C:15]2[CH:24]=[CH:23][C:22]3[C:17](=[CH:18][C:19]([O:25][CH2:26][CH2:27][N:28]4[CH2:29][CH2:30][CH2:31][CH2:32]4)=[CH:20][CH:21]=3)[CH:16]=2)=[N:39][N:38]=1. The catalyst class is: 5.